Dataset: Forward reaction prediction with 1.9M reactions from USPTO patents (1976-2016). Task: Predict the product of the given reaction. Given the reactants Br[C:2]1[CH:3]=[C:4]([NH:8][C:9](=[O:15])[O:10][C:11]([CH3:14])([CH3:13])[CH3:12])[CH:5]=[N:6][CH:7]=1.[B:16]1([B:16]2[O:20][C:19]([CH3:22])([CH3:21])[C:18]([CH3:24])([CH3:23])[O:17]2)[O:20][C:19]([CH3:22])([CH3:21])[C:18]([CH3:24])([CH3:23])[O:17]1.C([O-])(=O)C.[K+], predict the reaction product. The product is: [CH3:23][C:18]1([CH3:24])[C:19]([CH3:22])([CH3:21])[O:20][B:16]([C:2]2[CH:3]=[C:4]([NH:8][C:9](=[O:15])[O:10][C:11]([CH3:14])([CH3:13])[CH3:12])[CH:5]=[N:6][CH:7]=2)[O:17]1.